This data is from Reaction yield outcomes from USPTO patents with 853,638 reactions. The task is: Predict the reaction yield, written as a fraction of the theoretical maximum amount of product (1.0 means a 100% yield; for example, 0.34 means a 34% yield). (1) The reactants are [NH2:1][C:2]1[C:7]([Cl:8])=[C:6]([O:9]C)[CH:5]=[CH:4][C:3]=1[C:11](=[O:13])[CH3:12]. The catalyst is Br. The product is [NH2:1][C:2]1[C:7]([Cl:8])=[C:6]([OH:9])[CH:5]=[CH:4][C:3]=1[C:11](=[O:13])[CH3:12]. The yield is 0.160. (2) The reactants are [F-:1].C([N+](CCCC)(CCCC)CCCC)CCC.CC1C=CC(S(O[CH2:30][CH2:31][CH:32]2[CH2:36][C:35](=[O:37])[N:34]([CH2:38][C:39]3[N:46]4[C:42]([S:43][C:44]([CH2:47][O:48][CH3:49])=[N:45]4)=[N:41][C:40]=3[Cl:50])[CH2:33]2)(=O)=O)=CC=1.O. The catalyst is C1COCC1. The product is [Cl:50][C:40]1[N:41]=[C:42]2[N:46]([C:39]=1[CH2:38][N:34]1[CH2:33][CH:32]([CH2:31][CH2:30][F:1])[CH2:36][C:35]1=[O:37])[N:45]=[C:44]([CH2:47][O:48][CH3:49])[S:43]2. The yield is 0.220. (3) The reactants are COC[N:4]1[C:12]2[C:7](=[CH:8][CH:9]=[CH:10][C:11]=2[N:13]([CH3:22])[S:14]([C:17]2[S:18][CH:19]=[CH:20][CH:21]=2)(=[O:16])=[O:15])[CH:6]=[C:5]1[C:23]([O:25][CH2:26][CH3:27])=[O:24].Cl.C(O)C. The catalyst is O. The product is [CH3:22][N:13]([S:14]([C:17]1[S:18][CH:19]=[CH:20][CH:21]=1)(=[O:15])=[O:16])[C:11]1[CH:10]=[CH:9][CH:8]=[C:7]2[C:12]=1[NH:4][C:5]([C:23]([O:25][CH2:26][CH3:27])=[O:24])=[CH:6]2. The yield is 0.460. (4) The reactants are [Cl:1][C:2]1[CH:3]=[C:4]([CH:7]=[C:8]([Cl:26])[C:9]=1[O:10][C:11]1[CH:16]=[CH:15][C:14]([OH:17])=[C:13]([CH2:18][C:19]2[CH:24]=[CH:23][C:22]([F:25])=[CH:21][CH:20]=2)[CH:12]=1)[CH2:5]Br.[CH2:27]([O:29][P:30]([O:34]CC)[O:31][CH2:32][CH3:33])[CH3:28]. The catalyst is C1(C)C=CC=CC=1. The product is [Cl:1][C:2]1[CH:3]=[C:4]([CH:7]=[C:8]([Cl:26])[C:9]=1[O:10][C:11]1[CH:16]=[CH:15][C:14]([OH:17])=[C:13]([CH2:18][C:19]2[CH:24]=[CH:23][C:22]([F:25])=[CH:21][CH:20]=2)[CH:12]=1)[CH2:5][P:30](=[O:34])([O:31][CH2:32][CH3:33])[O:29][CH2:27][CH3:28]. The yield is 0.680. (5) The reactants are [N:1]([C:4]1[CH:9]=[CH:8][CH:7]=[C:6]([Br:10])[CH:5]=1)=[N+:2]=[N-:3].[C:11]([O:16][CH3:17])(=[O:15])[C:12]#[C:13][CH3:14]. The catalyst is C1(C)C=CC=CC=1. The product is [CH3:17][O:16][C:11]([C:12]1[N:1]([C:4]2[CH:9]=[CH:8][CH:7]=[C:6]([Br:10])[CH:5]=2)[N:2]=[N:3][C:13]=1[CH3:14])=[O:15]. The yield is 0.282. (6) The reactants are [Cl:1][C:2]1[CH:7]=[C:6]([C:8](=[O:10])[CH3:9])[CH:5]=[CH:4][N:3]=1.[BH4-].[Na+].O. The catalyst is CO. The product is [Cl:1][C:2]1[CH:7]=[C:6]([CH:8]([OH:10])[CH3:9])[CH:5]=[CH:4][N:3]=1. The yield is 1.00. (7) The reactants are [CH3:1][O:2][C:3]1[CH:8]=[C:7]([CH2:9][C:10]2[C:15](=[O:16])[NH:14][C:13]([CH3:17])=[N:12][C:11]=2[CH2:18][CH2:19][CH3:20])[CH:6]=[CH:5][C:4]=1[C:21]1[C:22]([C:27]#[N:28])=[CH:23][CH:24]=[CH:25][CH:26]=1.[CH:29]([O:32][C:33]1[CH:38]=[CH:37][C:36](B(O)O)=[CH:35][CH:34]=1)([CH3:31])[CH3:30].C([N:44](CC)CC)C.N1C=CC=CC=1.[C:55]([O:58]CC)(=[O:57])C. The catalyst is ClCCl.C([O-])(=O)C.[Cu+2].C([O-])(=O)C. The product is [CH:29]([O:32][C:33]1[CH:38]=[CH:37][C:36]([N:14]2[C:15](=[O:16])[C:10]([CH2:9][C:7]3[CH:6]=[CH:5][C:4]([C:21]4[CH:26]=[CH:25][CH:24]=[CH:23][C:22]=4[C:27]4[NH:44][C:55](=[O:57])[O:58][N:28]=4)=[C:3]([O:2][CH3:1])[CH:8]=3)=[C:11]([CH2:18][CH2:19][CH3:20])[N:12]=[C:13]2[CH3:17])=[CH:35][CH:34]=1)([CH3:31])[CH3:30]. The yield is 0.580. (8) The reactants are [CH:1]([C:3]1[CH:4]=[C:5]([CH:9]=[CH:10][CH:11]=1)[C:6]([OH:8])=[O:7])=O.[N:12]1([C:18]([O:20][C:21]([CH3:24])([CH3:23])[CH3:22])=[O:19])[CH2:17][CH2:16][NH:15][CH2:14][CH2:13]1.[BH3-]C#N.[Na+]. The catalyst is CO. The product is [C:21]([O:20][C:18]([N:12]1[CH2:17][CH2:16][N:15]([CH2:1][C:3]2[CH:4]=[C:5]([CH:9]=[CH:10][CH:11]=2)[C:6]([OH:8])=[O:7])[CH2:14][CH2:13]1)=[O:19])([CH3:24])([CH3:22])[CH3:23]. The yield is 0.500. (9) The reactants are O[CH:2]=[C:3]1[C:11]2[C:6](=[CH:7][C:8]([C:12]([C:14]3[CH:15]=[C:16]([NH:20][C:21]([C:23]4[N:24]([CH3:29])[N:25]=[C:26]([CH3:28])[CH:27]=4)=[O:22])[CH:17]=[CH:18][CH:19]=3)=[O:13])=[CH:9][CH:10]=2)[NH:5][C:4]1=[O:30].[NH2:31][C:32]1[CH:47]=[CH:46][C:35]([O:36][CH2:37][CH:38]([OH:45])[CH2:39][N:40]([CH2:43][CH3:44])[CH2:41][CH3:42])=[CH:34][CH:33]=1. The catalyst is C1COCC1. The product is [CH2:43]([N:40]([CH2:41][CH3:42])[CH2:39][CH:38]([OH:45])[CH2:37][O:36][C:35]1[CH:34]=[CH:33][C:32]([NH:31][CH:2]=[C:3]2[C:11]3[C:6](=[CH:7][C:8]([C:12]([C:14]4[CH:15]=[C:16]([NH:20][C:21]([C:23]5[N:24]([CH3:29])[N:25]=[C:26]([CH3:28])[CH:27]=5)=[O:22])[CH:17]=[CH:18][CH:19]=4)=[O:13])=[CH:9][CH:10]=3)[NH:5][C:4]2=[O:30])=[CH:47][CH:46]=1)[CH3:44]. The yield is 0.350. (10) No catalyst specified. The product is [F:25][C:26]1[CH:34]=[CH:33][C:29]([C:30]([NH:21][C:16]2[C:17]([CH3:20])=[C:18]([CH3:19])[C:13]3[O:12][C:11]([CH3:24])([CH3:23])[CH:10]([C:7]4[CH:8]=[CH:9][C:4]([CH:1]([CH3:3])[CH3:2])=[CH:5][CH:6]=4)[C:14]=3[C:15]=2[CH3:22])=[O:31])=[CH:28][CH:27]=1. The yield is 0.650. The reactants are [CH:1]([C:4]1[CH:9]=[CH:8][C:7]([CH:10]2[C:14]3[C:15]([CH3:22])=[C:16]([NH2:21])[C:17]([CH3:20])=[C:18]([CH3:19])[C:13]=3[O:12][C:11]2([CH3:24])[CH3:23])=[CH:6][CH:5]=1)([CH3:3])[CH3:2].[F:25][C:26]1[CH:34]=[CH:33][C:29]([C:30](Cl)=[O:31])=[CH:28][CH:27]=1.